This data is from Forward reaction prediction with 1.9M reactions from USPTO patents (1976-2016). The task is: Predict the product of the given reaction. The product is: [CH:7]([N:14]1[CH2:19][CH2:18][N:17]([CH2:20][C@@H:22]2[CH2:27][CH2:26][CH2:25][CH2:24][N:23]2[CH2:28][CH3:29])[CH2:16][CH2:15]1)([C:8]1[CH:9]=[CH:10][CH:11]=[CH:12][CH:13]=1)[C:1]1[CH:6]=[CH:5][CH:4]=[CH:3][CH:2]=1. Given the reactants [C:1]1([CH:7]([N:14]2[CH2:19][CH2:18][N:17]([C:20]([C@@H:22]3[CH2:27][CH2:26][CH2:25][CH2:24][N:23]3[CH2:28][CH3:29])=O)[CH2:16][CH2:15]2)[C:8]2[CH:13]=[CH:12][CH:11]=[CH:10][CH:9]=2)[CH:6]=[CH:5][CH:4]=[CH:3][CH:2]=1.CC(C)=O.C(=O)(O)[O-].[Na+], predict the reaction product.